From a dataset of Peptide-MHC class I binding affinity with 185,985 pairs from IEDB/IMGT. Regression. Given a peptide amino acid sequence and an MHC pseudo amino acid sequence, predict their binding affinity value. This is MHC class I binding data. (1) The peptide sequence is PPFGDSYII. The MHC is HLA-B51:01 with pseudo-sequence HLA-B51:01. The binding affinity (normalized) is 0.151. (2) The peptide sequence is VVHPTLVFDI. The MHC is Patr-B0101 with pseudo-sequence Patr-B0101. The binding affinity (normalized) is 0.257. (3) The peptide sequence is KLLQTLVLK. The MHC is HLA-A31:01 with pseudo-sequence HLA-A31:01. The binding affinity (normalized) is 0.278. (4) The peptide sequence is GPRWPRRMP. The MHC is HLA-A02:01 with pseudo-sequence HLA-A02:01. The binding affinity (normalized) is 0.0847. (5) The peptide sequence is NAILHNIYRL. The binding affinity (normalized) is 0.202. The MHC is HLA-A02:02 with pseudo-sequence HLA-A02:02. (6) The peptide sequence is LPIHTAELL. The MHC is Patr-A0701 with pseudo-sequence Patr-A0701. The binding affinity (normalized) is 0.0170.